Dataset: Catalyst prediction with 721,799 reactions and 888 catalyst types from USPTO. Task: Predict which catalyst facilitates the given reaction. Reactant: C(O[BH-](OC(=O)C)OC(=O)C)(=O)C.[Na+].[Br:15][C:16]1[CH:17]=[C:18]([CH3:28])[C:19]([C:22]2[CH2:23][CH2:24][NH:25][CH2:26][CH:27]=2)=[N:20][CH:21]=1.[O:29]1[CH2:34][CH2:33][C:32](=O)[CH2:31][CH2:30]1.[OH-].[Na+]. Product: [Br:15][C:16]1[CH:17]=[C:18]([CH3:28])[C:19]([C:22]2[CH2:23][CH2:24][N:25]([CH:32]3[CH2:33][CH2:34][O:29][CH2:30][CH2:31]3)[CH2:26][CH:27]=2)=[N:20][CH:21]=1. The catalyst class is: 188.